Dataset: Reaction yield outcomes from USPTO patents with 853,638 reactions. Task: Predict the reaction yield, written as a fraction of the theoretical maximum amount of product (1.0 means a 100% yield; for example, 0.34 means a 34% yield). (1) The reactants are C([O:3][C:4](=[O:20])[C:5]([N:7]1[CH2:12][CH2:11][CH:10]([CH2:13][C:14]2[CH:19]=[CH:18][CH:17]=[CH:16][CH:15]=2)[CH2:9][CH2:8]1)=[O:6])C.[OH-].[K+]. The catalyst is CO. The product is [CH2:13]([CH:10]1[CH2:9][CH2:8][N:7]([C:5](=[O:6])[C:4]([OH:20])=[O:3])[CH2:12][CH2:11]1)[C:14]1[CH:15]=[CH:16][CH:17]=[CH:18][CH:19]=1. The yield is 0.850. (2) The reactants are [F:1][C:2]1[C:7]([F:8])=[CH:6][CH:5]=[CH:4][C:3]=1[C@@:9]([NH:19][S@@:20]([C:22]([CH3:25])([CH3:24])[CH3:23])=[O:21])([CH2:12][C:13](=[O:18])[C:14]([F:17])([F:16])[F:15])[CH2:10][F:11].[B-].[Na+]. The catalyst is CO. The product is [F:1][C:2]1[C:7]([F:8])=[CH:6][CH:5]=[CH:4][C:3]=1[C@@:9]([NH:19][S@@:20]([C:22]([CH3:25])([CH3:24])[CH3:23])=[O:21])([CH2:12][C@H:13]([OH:18])[C:14]([F:17])([F:15])[F:16])[CH2:10][F:11]. The yield is 0.495. (3) The reactants are [Cl:1][C:2]1[C:3]([O:12][C:13]2[CH:18]=[C:17]([O:19][CH2:20][CH2:21][O:22][CH3:23])[CH:16]=[CH:15][C:14]=2[CH2:24][OH:25])=[N:4][CH:5]=[C:6]([C:8]([F:11])([F:10])[F:9])[CH:7]=1.[CH2:26]([N:32]([CH3:37])[S:33]([NH2:36])(=[O:35])=[O:34])[CH2:27][CH2:28][CH2:29][CH2:30][CH3:31].N12CCCN=C1CCCCC2.Cl.CN(C)[CH:52]=[O:53]. The catalyst is C(OCC)(=O)C. The product is [CH2:26]([N:32]([CH3:37])[S:33]([NH:36][C:52](=[O:53])[O:25][CH2:24][C:14]1[CH:15]=[CH:16][C:17]([O:19][CH2:20][CH2:21][O:22][CH3:23])=[CH:18][C:13]=1[O:12][C:3]1[C:2]([Cl:1])=[CH:7][C:6]([C:8]([F:9])([F:11])[F:10])=[CH:5][N:4]=1)(=[O:35])=[O:34])[CH2:27][CH2:28][CH2:29][CH2:30][CH3:31]. The yield is 0.110. (4) The reactants are [NH:1]1CCCN1C(O)=O.CC#N.[C:12]1([N:18]=[C:19]=[O:20])[CH:17]=[CH:16][CH:15]=[CH:14][CH:13]=1. The catalyst is C(Cl)Cl. The product is [C:12]1([NH:18][C:19]([NH2:1])=[O:20])[CH:17]=[CH:16][CH:15]=[CH:14][CH:13]=1. The yield is 0.710. (5) The reactants are [CH2:1]([NH:4][C:5](=[O:11])[O:6][C:7]([CH3:10])([CH3:9])[CH3:8])[C:2]#[CH:3].[CH2:12]([O:19][N:20]1[C:26](=[O:27])[N:25]2[CH2:28][C@H:21]1[CH2:22][CH2:23][C@H:24]2[C:29](Cl)=[N:30][OH:31])[C:13]1[CH:18]=[CH:17][CH:16]=[CH:15][CH:14]=1. The catalyst is C(Cl)Cl.CCOC(C)=O. The product is [C:7]([O:6][C:5](=[O:11])[NH:4][CH2:1][C:2]1[O:31][N:30]=[C:29]([C@@H:24]2[CH2:23][CH2:22][C@@H:21]3[CH2:28][N:25]2[C:26](=[O:27])[N:20]3[O:19][CH2:12][C:13]2[CH:18]=[CH:17][CH:16]=[CH:15][CH:14]=2)[CH:3]=1)([CH3:8])([CH3:10])[CH3:9]. The yield is 0.210. (6) The reactants are [Si:1]([O:8][C@@H:9]1[C@H:13]([CH2:14][O:15][Si:16]([C:19]([CH3:22])([CH3:21])[CH3:20])([CH3:18])[CH3:17])[CH2:12][C@@H:11]([NH:23][C:24]2[CH:29]=[C:28](Cl)[N:27]=[CH:26][N:25]=2)[CH2:10]1)([C:4]([CH3:7])([CH3:6])[CH3:5])([CH3:3])[CH3:2].[CH3:31][O:32][C@H:33]1[CH2:41][C:40]2[C:35](=[CH:36][CH:37]=[CH:38][CH:39]=2)[C@H:34]1[NH2:42].C([O-])([O-])=O.[Na+].[Na+]. No catalyst specified. The product is [Si:1]([O:8][C@@H:9]1[C@H:13]([CH2:14][O:15][Si:16]([C:19]([CH3:22])([CH3:21])[CH3:20])([CH3:18])[CH3:17])[CH2:12][C@@H:11]([NH:23][C:24]2[CH:29]=[C:28]([NH:42][C@@H:34]3[C:35]4[C:40](=[CH:39][CH:38]=[CH:37][CH:36]=4)[CH2:41][C@@H:33]3[O:32][CH3:31])[N:27]=[CH:26][N:25]=2)[CH2:10]1)([C:4]([CH3:7])([CH3:6])[CH3:5])([CH3:3])[CH3:2]. The yield is 0.460. (7) The reactants are [NH2:1][C:2]1[C:10]2[C:5](=[CH:6][N:7]=[CH:8][CH:9]=2)[S:4][C:3]=1[C:11](OCC)=[O:12].[H-].[H-].[H-].[H-].[Li+].[Al+3].CO. The catalyst is C1COCC1. The product is [NH2:1][C:2]1[C:10]2[C:5](=[CH:6][N:7]=[CH:8][CH:9]=2)[S:4][C:3]=1[CH2:11][OH:12]. The yield is 1.00.